This data is from Peptide-MHC class II binding affinity with 134,281 pairs from IEDB. The task is: Regression. Given a peptide amino acid sequence and an MHC pseudo amino acid sequence, predict their binding affinity value. This is MHC class II binding data. (1) The peptide sequence is TLMGRYTHYKSRNLN. The MHC is H-2-IAb with pseudo-sequence H-2-IAb. The binding affinity (normalized) is 0.0942. (2) The peptide sequence is GTILVKVEYKGEDAP. The MHC is DRB3_0101 with pseudo-sequence DRB3_0101. The binding affinity (normalized) is 0.208.